This data is from Forward reaction prediction with 1.9M reactions from USPTO patents (1976-2016). The task is: Predict the product of the given reaction. (1) The product is: [Cl:18][C:11]1[CH:10]=[C:9](/[CH:8]=[C:4]2/[C:5](=[O:7])[N:6]3[CH:20]=[C:21]([C:23]4[CH:28]=[CH:27][N:26]=[C:25]([Cl:29])[CH:24]=4)[N:1]=[C:2]3[S:3]/2)[CH:14]=[C:13]([O:15][CH3:16])[C:12]=1[OH:17]. Given the reactants [NH2:1][C:2]1[S:3]/[C:4](=[CH:8]\[C:9]2[CH:14]=[C:13]([O:15][CH3:16])[C:12]([OH:17])=[C:11]([Cl:18])[CH:10]=2)/[C:5](=[O:7])[N:6]=1.Br[CH2:20][C:21]([C:23]1[CH:28]=[CH:27][N:26]=[C:25]([Cl:29])[CH:24]=1)=O, predict the reaction product. (2) Given the reactants [F:1][C:2]1[CH:3]=[C:4]([OH:9])[CH:5]=[CH:6][C:7]=1[F:8].[N+:10]([O-])([OH:12])=[O:11].O.C(Cl)Cl, predict the reaction product. The product is: [F:8][C:7]1[C:2]([F:1])=[CH:3][C:4]([OH:9])=[C:5]([N+:10]([O-:12])=[O:11])[CH:6]=1.